This data is from Catalyst prediction with 721,799 reactions and 888 catalyst types from USPTO. The task is: Predict which catalyst facilitates the given reaction. (1) Reactant: O=[C:2]1[NH:7][C:6]2[CH:8]=[CH:9][C:10]([NH:12][C:13]([C:15]3[C:16]([C:21]4[CH:26]=[CH:25][C:24]([C:27]([F:30])([F:29])[F:28])=[CH:23][CH:22]=4)=[CH:17][CH:18]=[CH:19][CH:20]=3)=[O:14])=[CH:11][C:5]=2[O:4][CH2:3]1.[H-].[Al+3].[Li+].[H-].[H-].[H-].C(OCC)(=O)C.O. Product: [O:4]1[C:5]2[CH:11]=[C:10]([NH:12][C:13]([C:15]3[C:16]([C:21]4[CH:26]=[CH:25][C:24]([C:27]([F:29])([F:28])[F:30])=[CH:23][CH:22]=4)=[CH:17][CH:18]=[CH:19][CH:20]=3)=[O:14])[CH:9]=[CH:8][C:6]=2[NH:7][CH2:2][CH2:3]1. The catalyst class is: 7. (2) Reactant: [F:1][C:2]([F:15])([C:6]1[CH:11]=[CH:10][C:9]([CH:12]([CH3:14])[CH3:13])=[CH:8][CH:7]=1)[C:3]([OH:5])=O.P(Cl)(Cl)(Cl)=O.Cl.[NH2:22][CH2:23][C:24]1[CH:25]=[C:26]2[C:30](=[CH:31][CH:32]=1)[C:29](=[O:33])[N:28]([CH:34]1[CH2:39][CH2:38][C:37](=[O:40])[NH:36][C:35]1=[O:41])[CH2:27]2.C(=O)(O)[O-].[Na+]. Product: [O:41]=[C:35]1[CH:34]([N:28]2[CH2:27][C:26]3[C:30](=[CH:31][CH:32]=[C:24]([CH2:23][NH:22][C:3](=[O:5])[C:2]([F:1])([F:15])[C:6]4[CH:11]=[CH:10][C:9]([CH:12]([CH3:14])[CH3:13])=[CH:8][CH:7]=4)[CH:25]=3)[C:29]2=[O:33])[CH2:39][CH2:38][C:37](=[O:40])[NH:36]1. The catalyst class is: 17. (3) Reactant: [CH2:1]([O:3][C:4]1[CH:9]=[CH:8][CH:7]=[C:6]([N+:10]([O-])=O)[C:5]=1[CH3:13])[CH3:2]. Product: [CH2:1]([O:3][C:4]1[C:5]([CH3:13])=[C:6]([CH:7]=[CH:8][CH:9]=1)[NH2:10])[CH3:2]. The catalyst class is: 349. (4) The catalyst class is: 28. Reactant: [O:1]1[CH2:5][CH2:4][CH:3]([CH2:6][C:7]([OH:9])=[O:8])[CH2:2]1.S(=O)(=O)(O)O.[CH3:15]O. Product: [O:1]1[CH2:5][CH2:4][CH:3]([CH2:6][C:7]([O:9][CH3:15])=[O:8])[CH2:2]1. (5) Reactant: C([NH:8][C:9]1[CH:14]=[C:13]([C:15]([F:18])([F:17])[F:16])[N:12]=[C:11]([Cl:19])[C:10]=1[N+:20]([O-:22])=[O:21])C1C=CC=CC=1.C([O-])([O-])=O.[K+].[K+]. Product: [Cl:19][C:11]1[C:10]([N+:20]([O-:22])=[O:21])=[C:9]([NH2:8])[CH:14]=[C:13]([C:15]([F:16])([F:17])[F:18])[N:12]=1. The catalyst class is: 65.